From a dataset of Full USPTO retrosynthesis dataset with 1.9M reactions from patents (1976-2016). Predict the reactants needed to synthesize the given product. (1) Given the product [CH3:15][N:14]([CH3:16])[C:12]1[C:11]([F:17])=[CH:10][C:9]2[NH:18][C:19](=[O:35])[CH2:20][C:21]([C:23]3[CH:28]=[CH:27][CH:26]=[C:25]([C:29]4[O:33][N:32]=[C:31]([CH3:34])[CH:30]=4)[CH:24]=3)=[N:7][C:8]=2[CH:13]=1, predict the reactants needed to synthesize it. The reactants are: C(OC(=O)[NH:7][C:8]1[CH:13]=[C:12]([N:14]([CH3:16])[CH3:15])[C:11]([F:17])=[CH:10][C:9]=1[NH:18][C:19](=[O:35])[CH2:20][C:21]([C:23]1[CH:28]=[CH:27][CH:26]=[C:25]([C:29]2[O:33][N:32]=[C:31]([CH3:34])[CH:30]=2)[CH:24]=1)=O)(C)(C)C.C(O)(C(F)(F)F)=O. (2) The reactants are: I[C:2]1[N:3]=[N:4][C:5]2[C:10]([C:11]=1[NH:12][CH:13]([CH3:15])[CH3:14])=[CH:9][CH:8]=[C:7]([C:16]1[CH:21]=[CH:20][C:19]([S:22]([CH3:25])(=[O:24])=[O:23])=[CH:18][CH:17]=1)[CH:6]=2.C([Sn](CCCC)(CCCC)[C:31]1[N:32]=[CH:33][S:34][CH:35]=1)CCC. Given the product [CH:13]([NH:12][C:11]1[C:10]2[C:5](=[CH:6][C:7]([C:16]3[CH:21]=[CH:20][C:19]([S:22]([CH3:25])(=[O:24])=[O:23])=[CH:18][CH:17]=3)=[CH:8][CH:9]=2)[N:4]=[N:3][C:2]=1[C:31]1[N:32]=[CH:33][S:34][CH:35]=1)([CH3:15])[CH3:14], predict the reactants needed to synthesize it. (3) Given the product [CH2:10]([S:8][C:7]1[C:2]([Cl:1])=[C:3]([C:12]2[O:13][CH:14]=[CH:15][CH:16]=2)[N:4]=[C:5]([NH2:11])[N:6]=1)[C:18]1[CH:23]=[CH:22][CH:21]=[CH:20][CH:19]=1, predict the reactants needed to synthesize it. The reactants are: [Cl:1][C:2]1[C:3]([C:12]2[O:13][CH:14]=[CH:15][CH:16]=2)=[N:4][C:5]([NH2:11])=[N:6][C:7]=1[S:8]([CH3:10])=O.C(S)[C:18]1[CH:23]=[CH:22][CH:21]=[CH:20][CH:19]=1.C1CCN2C(=NCCC2)CC1. (4) Given the product [NH2:1][C:2]1[CH:3]=[C:4]2[C:17]([CH2:16][C@@:6]3([CH2:5]2)[C:14]2[C:9](=[N:10][CH:11]=[CH:12][CH:13]=2)[NH:8][C:7]3=[O:15])=[CH:18][C:19]=1[C:21]#[N:22], predict the reactants needed to synthesize it. The reactants are: [NH2:1][C:2]1[CH:3]=[C:4]2[C:17](=[CH:18][C:19]=1I)[CH2:16][C@:6]1([C:14]3[C:9](=[N:10][CH:11]=[CH:12][CH:13]=3)[NH:8][C:7]1=[O:15])[CH2:5]2.[CH3:21][N:22](C=O)C. (5) The reactants are: Br[C:2]1[CH:3]=[CH:4][C:5]([F:23])=[C:6]([C:8]2[N:13]=[C:12]([C:14]([O:16][CH3:17])=[O:15])[C:11]([NH:18][CH2:19][CH2:20][O:21][CH3:22])=[N:10][CH:9]=2)[CH:7]=1.[C:24]([C@:26]1([OH:33])[CH2:30][CH2:29][N:28]([CH3:31])[C:27]1=[O:32])#[CH:25]. Given the product [F:23][C:5]1[CH:4]=[CH:3][C:2]([C:25]#[C:24][C@:26]2([OH:33])[CH2:30][CH2:29][N:28]([CH3:31])[C:27]2=[O:32])=[CH:7][C:6]=1[C:8]1[N:13]=[C:12]([C:14]([O:16][CH3:17])=[O:15])[C:11]([NH:18][CH2:19][CH2:20][O:21][CH3:22])=[N:10][CH:9]=1, predict the reactants needed to synthesize it. (6) Given the product [CH3:31][C:29]1([CH3:32])[O:28][N:27]=[C:26]([SH:23]([CH2:2][C:3]2[C:4]([C:14]([F:17])([F:16])[F:15])=[N:5][NH:6][C:7]=2[O:8][CH:9]2[CH2:12][O:11][CH2:10]2)[CH3:22])[CH2:30]1, predict the reactants needed to synthesize it. The reactants are: Br[CH2:2][C:3]1[C:4]([C:14]([F:17])([F:16])[F:15])=[N:5][N:6](C)[C:7]=1[O:8][CH:9]1[CH2:12][O:11][CH2:10]1.NC(N)=S.[CH3:22][S:23]([C:26]1[CH2:30][C:29]([CH3:32])([CH3:31])[O:28][N:27]=1)(=O)=O.C(=O)([O-])[O-].[K+].[K+]. (7) Given the product [C:1]1([C:21]2[CH:22]=[CH:23][CH:24]=[CH:25][CH:26]=2)[CH:2]=[CH:3][C:4]([C@:7]2([OH:20])[CH2:12][CH2:11][O:10][CH2:9][C@@H:8]2[NH:13][S:14]([CH:17]([CH3:19])[CH3:18])(=[O:16])=[O:15])=[CH:5][CH:6]=1, predict the reactants needed to synthesize it. The reactants are: [C:1]1([C:21]2[CH:26]=[CH:25][CH:24]=[CH:23][CH:22]=2)[CH:6]=[CH:5][C:4]([C@@:7]2([OH:20])[CH2:12][CH2:11][O:10][CH2:9][C@@H:8]2[NH:13][S:14]([CH:17]([CH3:19])[CH3:18])(=[O:16])=[O:15])=[CH:3][CH:2]=1.C1(C2C=CC=CC=2)C=CC([C@]2(O)CCOC[C@H]2NS(C(C)C)(=O)=O)=CC=1.C(=O)=O.CO. (8) Given the product [C:6]([O:5][C:4]([N:3]([CH2:1][CH3:2])[C:11]1[C:16]2[CH:17]=[C:18]([B:25]([OH:30])[OH:26])[O:19][C:15]=2[CH:14]=[CH:13][N:12]=1)=[O:10])([CH3:9])([CH3:7])[CH3:8], predict the reactants needed to synthesize it. The reactants are: [CH2:1]([N:3]([C:11]1[C:16]2[CH:17]=[CH:18][O:19][C:15]=2[CH:14]=[CH:13][N:12]=1)[C:4](=[O:10])[O:5][C:6]([CH3:9])([CH3:8])[CH3:7])[CH3:2].C([Li])CCC.[B:25](OC(C)C)([O:30]C(C)C)[O:26]C(C)C.O. (9) Given the product [Cl:1][C:2]1[CH:7]=[CH:6][CH:5]=[CH:4][C:3]=1[C:8]1[CH:13]=[C:12]([OH:14])[CH:11]=[C:10]([C:16]([N:18]2[CH2:23][CH2:22][N:21]([C:24](=[O:27])[CH:25]=[CH2:26])[CH2:20][CH2:19]2)=[O:17])[CH:9]=1, predict the reactants needed to synthesize it. The reactants are: [Cl:1][C:2]1[CH:7]=[CH:6][CH:5]=[CH:4][C:3]=1[C:8]1[CH:13]=[C:12]([O:14]C)[CH:11]=[C:10]([C:16]([N:18]2[CH2:23][CH2:22][N:21]([C:24](=[O:27])[CH:25]=[CH2:26])[CH2:20][CH2:19]2)=[O:17])[CH:9]=1.B(Br)(Br)Br.C([O-])(O)=O.[Na+].